From a dataset of Reaction yield outcomes from USPTO patents with 853,638 reactions. Predict the reaction yield, written as a fraction of the theoretical maximum amount of product (1.0 means a 100% yield; for example, 0.34 means a 34% yield). (1) The reactants are [N:1]1([C@@H:7]([CH2:12][N:13]([C:18]2[CH:23]=[CH:22][C:21]([O:24][C:25]3[CH:30]=[CH:29][C:28]([C:31]([F:34])([F:33])[F:32])=[CH:27][CH:26]=3)=[CH:20][CH:19]=2)[S:14]([CH3:17])(=[O:16])=[O:15])[C:8](OC)=[O:9])[CH2:6][CH2:5][O:4][CH2:3][CH2:2]1.Cl.[NH2:36][OH:37].C[O-].[Na+].FC(F)(F)C(O)=O. The catalyst is CO.CCOC(C)=O.O. The product is [N:1]1([C@@H:7]([CH2:12][N:13]([C:18]2[CH:23]=[CH:22][C:21]([O:24][C:25]3[CH:30]=[CH:29][C:28]([C:31]([F:32])([F:33])[F:34])=[CH:27][CH:26]=3)=[CH:20][CH:19]=2)[S:14]([CH3:17])(=[O:16])=[O:15])[C:8]([NH:36][OH:37])=[O:9])[CH2:6][CH2:5][O:4][CH2:3][CH2:2]1. The yield is 0.430. (2) The reactants are [NH2:1][C:2]1[N:6]([CH3:7])[NH:5][C:4](=[O:8])[CH:3]=1.[F:9][C:10]1[CH:17]=[CH:16][C:13]([CH:14]=O)=[CH:12][C:11]=1[C:18]1[O:19][CH:20]=[CH:21][CH:22]=1.[CH3:23][C:24]1([CH3:32])[CH2:29][CH2:28][C:27](=O)[CH2:26][C:25]1=[O:31]. No catalyst specified. The product is [F:9][C:10]1[CH:17]=[CH:16][C:13]([CH:14]2[C:26]3[C:25](=[O:31])[C:24]([CH3:32])([CH3:23])[CH2:29][CH2:28][C:27]=3[NH:1][C:2]3[N:6]([CH3:7])[NH:5][C:4](=[O:8])[C:3]2=3)=[CH:12][C:11]=1[C:18]1[O:19][CH:20]=[CH:21][CH:22]=1. The yield is 0.670. (3) The reactants are C(OC([N:8]1[CH2:12][CH2:11][CH2:10][CH:9]1[CH2:13][NH:14][C:15]1[N:20]=[CH:19][C:18]([C:21]#[C:22][C:23]2[CH:28]=[CH:27][CH:26]=[C:25]([NH:29][C:30]([NH:32][C:33]3[CH:37]=[C:36]([C:38]([CH3:41])([CH3:40])[CH3:39])[O:35][N:34]=3)=[O:31])[CH:24]=2)=[CH:17][N:16]=1)=O)(C)(C)C. The catalyst is C(Cl)Cl.C(O)(C(F)(F)F)=O. The product is [C:38]([C:36]1[O:35][N:34]=[C:33]([NH:32][C:30]([NH:29][C:25]2[CH:26]=[CH:27][CH:28]=[C:23]([C:22]#[C:21][C:18]3[CH:19]=[N:20][C:15]([NH:14][CH2:13][CH:9]4[CH2:10][CH2:11][CH2:12][NH:8]4)=[N:16][CH:17]=3)[CH:24]=2)=[O:31])[CH:37]=1)([CH3:41])([CH3:39])[CH3:40]. The yield is 0.940. (4) The reactants are [CH:1]12[CH2:10][CH:5]3[CH2:6][CH:7]([CH2:9][CH:3]([CH2:4]3)[CH:2]1[NH:11][C:12]([N:14]1[CH2:19][CH2:18][C:17]3([C:27]4[C:22](=[CH:23][CH:24]=[CH:25][CH:26]=4)[NH:21][CH2:20]3)[CH2:16][CH2:15]1)=[O:13])[CH2:8]2.CCN(C(C)C)C(C)C.[C:37](Cl)(=[O:39])[CH3:38]. The catalyst is C(Cl)Cl. The product is [C:37]([N:21]1[C:22]2[C:27](=[CH:26][CH:25]=[CH:24][CH:23]=2)[C:17]2([CH2:16][CH2:15][N:14]([C:12]([NH:11][CH:2]3[CH:3]4[CH2:9][CH:7]5[CH2:6][CH:5]([CH2:10][CH:1]3[CH2:8]5)[CH2:4]4)=[O:13])[CH2:19][CH2:18]2)[CH2:20]1)(=[O:39])[CH3:38]. The yield is 0.120. (5) The reactants are CCN(S(F)(F)[F:7])CC.O[CH2:11][CH:12]([CH3:28])[CH2:13][C@@H:14]1[CH2:18][N:17]([C@H:19]([C:21]2[CH:26]=[CH:25][CH:24]=[CH:23][CH:22]=2)[CH3:20])[C:16](=[O:27])[CH2:15]1. The catalyst is C(Cl)Cl. The product is [F:7][CH2:11][CH:12]([CH3:28])[CH2:13][C@@H:14]1[CH2:18][N:17]([C@H:19]([C:21]2[CH:26]=[CH:25][CH:24]=[CH:23][CH:22]=2)[CH3:20])[C:16](=[O:27])[CH2:15]1. The yield is 0.370. (6) The reactants are [Cl:1][C:2]1[C:11]2[C:6](=[CH:7][C:8]([O:17][CH2:18][CH2:19][O:20][CH3:21])=[C:9]([O:12][CH2:13][CH2:14][O:15][CH3:16])[CH:10]=2)[N:5]=[CH:4][N:3]=1.[C:22]([C:24]1[CH:25]=[C:26]([CH:28]=[CH:29][CH:30]=1)[NH2:27])#[CH:23]. No catalyst specified. The product is [CH3:16][O:15][CH2:14][CH2:13][O:12][C:9]1[CH:10]=[C:11]2[C:2]([NH:27][C:26]3[CH:28]=[CH:29][CH:30]=[C:24]([C:22]#[CH:23])[CH:25]=3)=[N:3][CH:4]=[N:5][C:6]2=[CH:7][C:8]=1[O:17][CH2:18][CH2:19][O:20][CH3:21].[ClH:1]. The yield is 0.00240.